Dataset: Forward reaction prediction with 1.9M reactions from USPTO patents (1976-2016). Task: Predict the product of the given reaction. (1) Given the reactants Cl[C@H:2]([CH3:7])[C:3]([O:5][CH3:6])=[O:4].[Cl:8][C:9]1[CH:14]=[CH:13][C:12]([C:15]2[CH:20]=[CH:19][CH:18]=[CH:17][C:16]=2[OH:21])=[CH:11][C:10]=1[C:22]([NH:24][CH2:25][C:26]12[CH2:35][CH:30]3[CH2:31][CH:32]([CH2:34][CH:28]([CH2:29]3)[CH2:27]1)[CH2:33]2)=[O:23].C(=O)([O-])[O-].[K+].[K+], predict the reaction product. The product is: [Cl:8][C:9]1[CH:14]=[CH:13][C:12]([C:15]2[CH:20]=[CH:19][CH:18]=[CH:17][C:16]=2[O:21][C@@H:2]([CH3:7])[C:3]([O:5][CH3:6])=[O:4])=[CH:11][C:10]=1[C:22]([NH:24][CH2:25][C:26]12[CH2:35][CH:30]3[CH2:31][CH:32]([CH2:34][CH:28]([CH2:29]3)[CH2:27]1)[CH2:33]2)=[O:23]. (2) Given the reactants C([O:3][C:4](=[O:29])[CH2:5][C:6]1[CH:7]=[C:8]([C:13]2[CH:18]=[CH:17][C:16](F)=[CH:15][C:14]=2[CH2:20][N:21]([C:24]([CH:26]2[CH2:28][CH2:27]2)=[O:25])[CH2:22][CH3:23])[CH:9]=[C:10]([Cl:12])[CH:11]=1)C.[CH3:30][S-:31].[Na+].[F-].Cl, predict the reaction product. The product is: [Cl:12][C:10]1[CH:11]=[C:6]([CH2:5][C:4]([OH:3])=[O:29])[CH:7]=[C:8]([C:13]2[CH:18]=[CH:17][C:16]([S:31][CH3:30])=[CH:15][C:14]=2[CH2:20][N:21]([C:24]([CH:26]2[CH2:28][CH2:27]2)=[O:25])[CH2:22][CH3:23])[CH:9]=1.